From a dataset of Forward reaction prediction with 1.9M reactions from USPTO patents (1976-2016). Predict the product of the given reaction. (1) Given the reactants [F:1][C:2]([F:17])([F:16])[C:3]([F:15])([F:14])[C:4]([F:13])([F:12])[C:5]([F:11])([F:10])[C:6]([F:9])([F:8])F.[F:18][C:19]([F:40])([F:39])[C:20]([F:38])([F:37])[C:21]([F:36])([F:35])[C:22]([F:34])([F:33])[C:23]([F:32])([F:31])[C:24]([F:30])([F:29])C(F)(F)F, predict the reaction product. The product is: [CH:24]([F:30])([F:29])[C:23]([F:31])([F:32])[C:22]([F:33])([F:34])[C:21]([F:35])([F:36])[C:20]([F:38])([F:37])[C:19]([F:40])([F:39])[F:18].[F:1][C:2]([F:16])([F:17])[C:3]([F:15])([F:14])[C:4]([F:12])([F:13])[C:5]([F:11])([F:10])[C:6]([F:8])([F:9])[C:21]([F:36])([F:35])[C:20]([F:38])([F:37])[C:19]([F:40])([F:39])[F:18]. (2) Given the reactants [CH2:1]([N:8]1[CH2:12][CH:11]([OH:13])[CH:10]([OH:14])[CH2:9]1)[C:2]1[CH:7]=[CH:6][CH:5]=[CH:4][CH:3]=1.C(N(CC)CC)C.[H-].[Na+].S(O[CH2:29][CH2:30][CH2:31][CH2:32][CH2:33][CH2:34][CH2:35][CH3:36])(=O)(=O)C.C([O-])([O-])=O.[K+].[K+].S(O[C:48](=O)[CH2:49][CH2:50][CH2:51][CH2:52][CH2:53][CH2:54][CH2:55]/[CH:56]=[CH:57]\[CH2:58]/[CH:59]=[CH:60]\[CH2:61][CH2:62][CH2:63][CH2:64][CH3:65])(=O)(=O)C, predict the reaction product. The product is: [CH2:1]([N:8]1[CH2:12][CH:11]([O:13][CH2:29][CH2:30][CH2:31][CH2:32][CH2:33][CH2:34][CH2:35][CH3:36])[CH:10]([O:14][CH2:48][CH2:49][CH2:50][CH2:51][CH2:52][CH2:53][CH2:54][CH2:55]/[CH:56]=[CH:57]\[CH2:58]/[CH:59]=[CH:60]\[CH2:61][CH2:62][CH2:63][CH2:64][CH3:65])[CH2:9]1)[C:2]1[CH:3]=[CH:4][CH:5]=[CH:6][CH:7]=1. (3) Given the reactants C1(C2C(CN3CCN(CC4C=C([Cl:32])C=C(Cl)C=4)CC3)=CC(F)=C(C=2)C(OC(C)(C)C)=O)CC1.[CH:34]1([C:37]2[C:38]([CH2:51][N:52]3[CH2:57][CH2:56][N:55]([S:58]([C:61]4[CH:66]=[C:65]([Cl:67])[CH:64]=[C:63]([Cl:68])[CH:62]=4)(=[O:60])=[O:59])[CH2:54][CH2:53]3)=[CH:39][C:40]([F:50])=[C:41]([CH:49]=2)[C:42]([O:44]C(C)(C)C)=[O:43])[CH2:36][CH2:35]1, predict the reaction product. The product is: [ClH:32].[CH:34]1([C:37]2[C:38]([CH2:51][N:52]3[CH2:57][CH2:56][N:55]([S:58]([C:61]4[CH:66]=[C:65]([Cl:67])[CH:64]=[C:63]([Cl:68])[CH:62]=4)(=[O:60])=[O:59])[CH2:54][CH2:53]3)=[CH:39][C:40]([F:50])=[C:41]([CH:49]=2)[C:42]([OH:44])=[O:43])[CH2:36][CH2:35]1.